This data is from Peptide-MHC class II binding affinity with 134,281 pairs from IEDB. The task is: Regression. Given a peptide amino acid sequence and an MHC pseudo amino acid sequence, predict their binding affinity value. This is MHC class II binding data. (1) The peptide sequence is LYKYKVVKIEPLGVAPTKAK. The MHC is DRB1_0401 with pseudo-sequence DRB1_0401. The binding affinity (normalized) is 0.587. (2) The peptide sequence is SFKVAATAANAAPAN. The MHC is DRB1_0901 with pseudo-sequence DRB1_0901. The binding affinity (normalized) is 0.439. (3) The peptide sequence is PWNAFPGKVCGSNLLSICKT. The MHC is H-2-IAk with pseudo-sequence H-2-IAk. The binding affinity (normalized) is 0. (4) The binding affinity (normalized) is 0.662. The MHC is HLA-DPA10201-DPB11401 with pseudo-sequence HLA-DPA10201-DPB11401. The peptide sequence is ATPEAKFDSFVASLT. (5) The peptide sequence is AEHQAIISDVLTASD. The MHC is HLA-DQA10101-DQB10501 with pseudo-sequence HLA-DQA10101-DQB10501. The binding affinity (normalized) is 0.576. (6) The peptide sequence is RQAGVQYSR. The MHC is DRB5_0101 with pseudo-sequence DRB5_0101. The binding affinity (normalized) is 0. (7) The peptide sequence is FETIVVTVDSLPEFK. The MHC is DRB1_0301 with pseudo-sequence DRB1_0301. The binding affinity (normalized) is 0.751. (8) The peptide sequence is AAVVRFQEAANKQKQ. The binding affinity (normalized) is 0.239. The MHC is DRB1_0301 with pseudo-sequence DRB1_0301. (9) The peptide sequence is GEQQIVDKIDAAFKI. The MHC is DRB1_0401 with pseudo-sequence DRB1_0401. The binding affinity (normalized) is 0.338. (10) The peptide sequence is DIVTYLMALIPNPSTQ. The MHC is H-2-IAb with pseudo-sequence H-2-IAb. The binding affinity (normalized) is 0.410.